The task is: Predict which catalyst facilitates the given reaction.. This data is from Catalyst prediction with 721,799 reactions and 888 catalyst types from USPTO. (1) Reactant: OCC1CCN(C(OC(C)(C)C)=O)C1.C1(P(C2C=CC=CC=2)C2C=CC=CC=2)C=CC=CC=1.[Cl:34][CH2:35][CH:36]1[CH2:41][CH2:40][N:39]([C:42]([O:44][C:45]([CH3:48])([CH3:47])[CH3:46])=[O:43])[CH2:38]C1. Product: [Cl:34][CH2:35][CH:36]1[CH2:41][CH2:40][N:39]([C:42]([O:44][C:45]([CH3:46])([CH3:47])[CH3:48])=[O:43])[CH2:38]1. The catalyst class is: 53. (2) Reactant: [Cl-].O[NH3+:3].[C:4](=[O:7])([O-])[OH:5].[Na+].CS(C)=O.[CH:13]1([CH2:16][N:17]2[C:22](=[O:23])[C:21]([CH2:24][C:25]3[CH:30]=[CH:29][C:28]([C:31]4[C:32]([C:37]#[N:38])=[CH:33][CH:34]=[CH:35][CH:36]=4)=[CH:27][CH:26]=3)=[C:20]([CH2:39][CH2:40][CH3:41])[N:19]3[N:42]=[CH:43][N:44]=[C:18]23)[CH2:15][CH2:14]1. Product: [CH:13]1([CH2:16][N:17]2[C:22](=[O:23])[C:21]([CH2:24][C:25]3[CH:30]=[CH:29][C:28]([C:31]4[CH:36]=[CH:35][CH:34]=[CH:33][C:32]=4[C:37]4[NH:3][C:4](=[O:7])[O:5][N:38]=4)=[CH:27][CH:26]=3)=[C:20]([CH2:39][CH2:40][CH3:41])[N:19]3[N:42]=[CH:43][N:44]=[C:18]23)[CH2:14][CH2:15]1. The catalyst class is: 13. (3) Reactant: O.[C:2]1([CH3:19])[CH:7]=[CH:6][C:5]([S:8]([N:11]2[CH2:18][CH2:17][CH2:16][C@H:12]2[C:13]([OH:15])=O)(=[O:10])=[O:9])=[CH:4][CH:3]=1.Cl.C[O:22][C:23](=[O:29])[C@H:24]([CH:26]([CH3:28])[CH3:27])[NH2:25].[Li+].[OH-]. Product: [C:2]1([CH3:19])[CH:3]=[CH:4][C:5]([S:8]([N:11]2[CH2:18][CH2:17][CH2:16][C@H:12]2[C:13]([NH:25][C@H:24]([C:23]([OH:29])=[O:22])[CH:26]([CH3:28])[CH3:27])=[O:15])(=[O:9])=[O:10])=[CH:6][CH:7]=1. The catalyst class is: 20. (4) Reactant: [C:1]1([CH2:7][C:8]([N:10]2[CH2:15][CH2:14][CH:13]([CH2:16][N:17]3[C:25]4[C:20](=[CH:21][C:22]([C:26]5[CH:27]=[N:28][N:29](C6CCCCO6)[CH:30]=5)=[CH:23][CH:24]=4)[CH:19]=[N:18]3)[CH2:12][CH2:11]2)=[O:9])[CH:6]=[CH:5][CH:4]=[CH:3][CH:2]=1.C1(C)C=CC(S(O)(=O)=O)=CC=1.C(OCC)(=O)C. Product: [NH:28]1[CH:27]=[C:26]([C:22]2[CH:21]=[C:20]3[C:25](=[CH:24][CH:23]=2)[N:17]([CH2:16][CH:13]2[CH2:14][CH2:15][N:10]([C:8](=[O:9])[CH2:7][C:1]4[CH:2]=[CH:3][CH:4]=[CH:5][CH:6]=4)[CH2:11][CH2:12]2)[N:18]=[CH:19]3)[CH:30]=[N:29]1. The catalyst class is: 5. (5) Reactant: [CH3:1][CH:2]1[CH2:7][CH2:6][N:5]([CH2:8][CH2:9][CH2:10][C:11]([C:13]2[CH:18]=[CH:17][C:16]([F:19])=[CH:15][CH:14]=2)=[O:12])[CH2:4][CH2:3]1.Cl.CC(C)=O. Product: [CH3:1][CH:2]1[CH2:7][CH2:6][N:5]([CH2:8][CH2:9][CH2:10][C:11]([C:13]2[CH:14]=[CH:15][C:16]([F:19])=[CH:17][CH:18]=2)=[O:12])[CH2:4][CH2:3]1. The catalyst class is: 6. (6) Reactant: [Cl:1][C:2]1[N:3]=[C:4]([N:19]2[CH2:24][CH2:23][O:22][CH2:21][CH2:20]2)[C:5]2[N:11]=[C:10]([CH2:12][CH:13]3[CH2:18][CH2:17][NH:16][CH2:15][CH2:14]3)[CH:9]=[CH:8][C:6]=2[N:7]=1.[C:25](O)(=[O:27])[CH3:26].ON1C2C=CC=CC=2N=N1.Cl.CN(C)CCCN=C=NCC.CCN(C(C)C)C(C)C. Product: [Cl:1][C:2]1[N:3]=[C:4]([N:19]2[CH2:20][CH2:21][O:22][CH2:23][CH2:24]2)[C:5]2[N:11]=[C:10]([CH2:12][CH:13]3[CH2:18][CH2:17][N:16]([C:25](=[O:27])[CH3:26])[CH2:15][CH2:14]3)[CH:9]=[CH:8][C:6]=2[N:7]=1. The catalyst class is: 9.